From a dataset of Reaction yield outcomes from USPTO patents with 853,638 reactions. Predict the reaction yield, written as a fraction of the theoretical maximum amount of product (1.0 means a 100% yield; for example, 0.34 means a 34% yield). (1) The reactants are C[O:2][C:3]([C:5]1[CH:29]=[CH:28][C:8]2[N:9](COCCOC)[C:10]([N:12]3[CH:16]=[C:15]([C:17]([O:19]CC)=[O:18])[CH:14]=[N:13]3)=[N:11][C:7]=2[CH:6]=1)=[O:4].Cl. The catalyst is C(O)(=O)C. The product is [C:17]([C:15]1[CH:14]=[N:13][N:12]([C:10]2[NH:9][C:8]3[CH:28]=[CH:29][C:5]([C:3]([OH:4])=[O:2])=[CH:6][C:7]=3[N:11]=2)[CH:16]=1)([OH:19])=[O:18]. The yield is 0.300. (2) The reactants are [H-].[Na+].[F:3][C:4]1[CH:5]=[C:6]([CH:11]([OH:16])[C:12]([F:15])([F:14])[F:13])[CH:7]=[CH:8][C:9]=1[F:10].[Cl:17][C:18]1[CH:23]=[C:22](Cl)[N:21]=[CH:20][N:19]=1. The catalyst is C1COCC1. The product is [Cl:17][C:18]1[CH:23]=[C:22]([O:16][CH:11]([C:6]2[CH:7]=[CH:8][C:9]([F:10])=[C:4]([F:3])[CH:5]=2)[C:12]([F:13])([F:14])[F:15])[N:21]=[CH:20][N:19]=1. The yield is 0.700. (3) The reactants are C([O:3][C:4]([C:6]1[C:7]([C:12]2[CH:17]=[CH:16][N:15]=[CH:14][CH:13]=2)=[N:8][O:9][C:10]=1[CH3:11])=O)C.O.[OH-].[Na+]. The catalyst is C1COCC1. The product is [CH3:11][C:10]1[O:9][N:8]=[C:7]([C:12]2[CH:17]=[CH:16][N:15]=[CH:14][CH:13]=2)[C:6]=1[CH2:4][OH:3]. The yield is 0.650. (4) The reactants are [C:1]1([N:7]2[C:11]3[CH:12]=[CH:13][CH:14]=[CH:15][C:10]=3[N:9]=[C:8]2[C:16]2[CH:21]=[CH:20][C:19](B3OC(C)(C)C(C)(C)O3)=[CH:18][CH:17]=2)[CH:6]=[CH:5][CH:4]=[CH:3][CH:2]=1.Br[C:32]1[CH:37]=[CH:36][CH:35]=[CH:34][C:33]=1[C:38]1[CH:43]=[CH:42][CH:41]=[CH:40][C:39]=1[Br:44].C([O-])([O-])=O.[Na+].[Na+].O. The catalyst is C1C=CC([P]([Pd]([P](C2C=CC=CC=2)(C2C=CC=CC=2)C2C=CC=CC=2)([P](C2C=CC=CC=2)(C2C=CC=CC=2)C2C=CC=CC=2)[P](C2C=CC=CC=2)(C2C=CC=CC=2)C2C=CC=CC=2)(C2C=CC=CC=2)C2C=CC=CC=2)=CC=1.O1CCCC1. The product is [Br:44][C:39]1[CH:40]=[CH:41][CH:42]=[CH:43][C:38]=1[C:33]1[C:32]([C:19]2[CH:20]=[CH:21][C:16]([C:8]3[N:7]([C:1]4[CH:2]=[CH:3][CH:4]=[CH:5][CH:6]=4)[C:11]4[CH:12]=[CH:13][CH:14]=[CH:15][C:10]=4[N:9]=3)=[CH:17][CH:18]=2)=[CH:37][CH:36]=[CH:35][CH:34]=1. The yield is 0.620. (5) The reactants are [Cl:1][C:2]1[CH:10]=[C:9]2[C:5]([C:6]([C:14](=[O:19])C(F)(F)F)=[CH:7][N:8]2[CH:11]([CH3:13])[CH3:12])=[CH:4][CH:3]=1.[OH-:20].[Na+].Cl. No catalyst specified. The product is [Cl:1][C:2]1[CH:10]=[C:9]2[C:5]([C:6]([C:14]([OH:19])=[O:20])=[CH:7][N:8]2[CH:11]([CH3:12])[CH3:13])=[CH:4][CH:3]=1. The yield is 0.990. (6) The reactants are [F:1][C:2]1[CH:25]=[C:24]([N+:26]([O-:28])=[O:27])[CH:23]=[CH:22][C:3]=1[O:4][C:5]1[CH:10]=[CH:9][N:8]=[C:7]2[N:11]([C:15]([O:17][C:18]([CH3:21])([CH3:20])[CH3:19])=[O:16])[CH:12]=[C:13](I)[C:6]=12.[CH3:29][N:30]([CH3:34])[CH2:31][C:32]#[CH:33].C(Cl)Cl. The catalyst is C(N(CC)CC)C.C1COCC1.C1C=CC(P(C2C=CC=CC=2)[C-]2C=CC=C2)=CC=1.C1C=CC(P(C2C=CC=CC=2)[C-]2C=CC=C2)=CC=1.Cl[Pd]Cl.[Fe+2].[Cu]I. The product is [CH3:29][N:30]([CH3:34])[CH2:31][C:32]#[C:33][C:13]1[C:6]2[C:7](=[N:8][CH:9]=[CH:10][C:5]=2[O:4][C:3]2[CH:22]=[CH:23][C:24]([N+:26]([O-:28])=[O:27])=[CH:25][C:2]=2[F:1])[N:11]([C:15]([O:17][C:18]([CH3:21])([CH3:20])[CH3:19])=[O:16])[CH:12]=1. The yield is 0.950.